Dataset: Full USPTO retrosynthesis dataset with 1.9M reactions from patents (1976-2016). Task: Predict the reactants needed to synthesize the given product. Given the product [Br:16][C:17]1[CH:22]=[CH:21][C:20]([N:9]([C:3]2[CH:2]=[C:1]3[C:6](=[CH:5][CH:4]=2)[CH2:7][CH2:8]3)[C:10]2[CH:11]=[CH:12][CH:13]=[CH:14][CH:15]=2)=[CH:19][CH:18]=1, predict the reactants needed to synthesize it. The reactants are: [C:1]12[CH2:8][CH2:7][C:6]1=[CH:5][CH:4]=[C:3]([NH:9][C:10]1[CH:15]=[CH:14][CH:13]=[CH:12][CH:11]=1)[CH:2]=2.[Br:16][C:17]1[CH:22]=[CH:21][C:20](I)=[CH:19][CH:18]=1.C1(N)(N)CCCCC1.CC(C)([O-])C.[Na+].